Dataset: Forward reaction prediction with 1.9M reactions from USPTO patents (1976-2016). Task: Predict the product of the given reaction. (1) Given the reactants [C:1]([O:20][CH2:21][CH:22]([O:36][C:37](=[O:55])[CH2:38][CH2:39][CH2:40][CH2:41][CH2:42][CH2:43][CH2:44]/[CH:45]=[CH:46]\[CH2:47]/[CH:48]=[CH:49]\[CH2:50]/[CH:51]=[CH:52]\[CH2:53][CH3:54])[CH2:23][O:24][C@@H:25]1[O:33][C@H:32]([CH2:34][OH:35])[C@H:30]([OH:31])[C@H:28]([OH:29])[C@H:26]1[OH:27])(=[O:19])[CH2:2][CH2:3][CH2:4][CH2:5][CH2:6][CH2:7][CH2:8]/[CH:9]=[CH:10]\[CH2:11]/[CH:12]=[CH:13]\[CH2:14]/[CH:15]=[CH:16]\[CH2:17][CH3:18].[C:56]([O:75][CH2:76][CH:77]([O:91][C:92](=[O:110])[CH2:93][CH2:94][CH2:95][CH2:96][CH2:97][CH2:98][CH2:99]/[CH:100]=[CH:101]\[CH2:102]/[CH:103]=[CH:104]\[CH2:105]/[CH:106]=[CH:107]\[CH2:108][CH3:109])[CH2:78][O:79][C@@H:80]1[O:88][C@H:87]([CH2:89][OH:90])[C@@H:85]([OH:86])[C@H:83]([OH:84])[C@H:81]1[OH:82])(=[O:74])[CH2:57][CH2:58][CH2:59][CH2:60][CH2:61][CH2:62][CH2:63]/[CH:64]=[CH:65]\[CH2:66]/[CH:67]=[CH:68]\[CH2:69]/[CH:70]=[CH:71]\[CH2:72][CH3:73].C(O[CH2:131][CH:132]([O:146][C:147](=[O:165])[CH2:148][CH2:149][CH2:150][CH2:151][CH2:152][CH2:153][CH2:154]/[CH:155]=[CH:156]\[CH2:157]/[CH:158]=[CH:159]\[CH2:160]/[CH:161]=[CH:162]\[CH2:163][CH3:164])[CH2:133]O[C@H]1O[C@H](CO)[C@H](O)[C@H](O)[C@H]1O)(=O)CCCCCCC/C=C\C/C=C\C/C=C\CC.[C:166](OCC(OC(=O)CCCCCCC/C=C\C/C=C\C/C=C\CC)CO[C@H]1O[C@H](CO)[C@@H](O)[C@H](O)[C@H]1O)(=O)[CH2:167][CH2:168][CH2:169][CH2:170][CH2:171][CH2:172][CH2:173]/[CH:174]=[CH:175]\[CH2:176]/[CH:177]=[CH:178]\[CH2:179]/[CH:180]=C\CC.C(OCC(OC(=O)CCCCCCC/C=C\C/C=C\C/C=C\CC)CO[C@@H]1O[C@H](CO[C@H]2O[C@H](CO)[C@H](O)[C@H](O)[C@H]2O)[C@H](O)[C@H](O)[C@H]1O)(=[O:239])CCCCCCC/C=C\C/C=C\C/C=C\CC.C(OCC(OC(=O)CCCCCCC/C=C\C/C=C\C/C=C\CC)CO[C@H]1O[C@H](CO[C@H]2O[C@H](CO)[C@H](O)[C@H](O)[C@H]2O)[C@H](O)[C@H](O)[C@H]1O)(=O)CCCCCCC/C=C\C/C=C\C/C=C\CC, predict the reaction product. The product is: [C:1]([O:20][CH2:21][CH:22]([O:36][C:37](=[O:55])[CH2:38][CH2:39][CH2:40][CH2:41][CH2:42][CH2:43][CH2:44]/[CH:45]=[CH:46]\[CH2:47]/[CH:48]=[CH:49]\[CH2:50]/[CH:51]=[CH:52]\[CH2:53][CH3:54])[CH2:23][O:24][C@@H:25]1[O:33][C@H:32]([CH2:34][OH:35])[C@H:30]([OH:31])[C@H:28]([OH:29])[C@H:26]1[OH:27])(=[O:19])[CH2:2][CH2:3][CH2:4][CH2:5][CH2:6][CH2:7][CH2:8]/[CH:9]=[CH:10]\[CH2:11]/[CH:12]=[CH:13]\[CH2:14]/[CH:15]=[CH:16]\[CH2:17][CH3:18].[C:56]([O:75][CH2:76][CH:77]([O:91][C:92](=[O:110])[CH2:93][CH2:94][CH2:95][CH2:96][CH2:97][CH2:98][CH2:99]/[CH:100]=[CH:101]\[CH2:102]/[CH:103]=[CH:104]\[CH2:105]/[CH:106]=[CH:107]\[CH2:108][CH3:109])[CH2:78][O:79][C@@H:80]1[O:88][C@H:87]([CH2:89][OH:90])[C@@H:85]([OH:86])[C@H:83]([OH:84])[C@H:81]1[OH:82])(=[O:74])[CH2:57][CH2:58][CH2:59][CH2:60][CH2:61][CH2:62][CH2:63]/[CH:64]=[CH:65]\[CH2:66]/[CH:67]=[CH:68]\[CH2:69]/[CH:70]=[CH:71]\[CH2:72][CH3:73].[C@@H:25]1([O:24][CH:23]([CH2:180][CH2:179][CH2:178][CH2:177][CH2:176]/[CH:175]=[CH:174]\[CH2:173]/[CH:172]=[CH:171]\[CH2:170]/[CH:169]=[CH:168]\[CH2:167][CH3:166])[CH:22]([CH2:131][CH:132]([O:146][C:147](=[O:165])[CH2:148][CH2:149][CH2:150][CH2:151][CH2:152][CH2:153][CH2:154]/[CH:155]=[CH:156]\[CH2:157]/[CH:158]=[CH:159]\[CH2:160]/[CH:161]=[CH:162]\[CH2:163][CH3:164])[CH3:133])[C:21]([O-:20])=[O:239])[O:33][C@H:32]([CH2:34][OH:35])[C@H:30]([OH:31])[C@H:28]([OH:29])[C@H:26]1[OH:27]. (2) Given the reactants C1(C)C=CC=CC=1.[NH2:8][C:9]1[C:14]([Br:15])=[CH:13][C:12]([CH3:16])=[CH:11][N:10]=1.I[C:18]1[CH:19]=[C:20]([CH:26]=[CH:27][CH:28]=1)[C:21]([O:23][CH2:24][CH3:25])=[O:22].C(=O)([O-])[O-].[Cs+].[Cs+], predict the reaction product. The product is: [Br:15][C:14]1[C:9]([NH:8][C:18]2[CH:19]=[C:20]([CH:26]=[CH:27][CH:28]=2)[C:21]([O:23][CH2:24][CH3:25])=[O:22])=[N:10][CH:11]=[C:12]([CH3:16])[CH:13]=1.